From a dataset of Full USPTO retrosynthesis dataset with 1.9M reactions from patents (1976-2016). Predict the reactants needed to synthesize the given product. (1) Given the product [CH3:28][N:2]([CH3:1])[C:3]1[CH:4]=[CH:5][C:6]([CH2:7][CH2:8][N:9]2[CH2:13][CH2:12][C@H:11]([OH:14])[CH2:10]2)=[CH:26][CH:27]=1, predict the reactants needed to synthesize it. The reactants are: [CH3:1][N:2]([CH3:28])[C:3]1[CH:27]=[CH:26][C:6]([CH2:7][CH2:8][N:9]2[CH2:13][CH2:12][C@H:11]([O:14]C(=O)C3C=CC([N+]([O-])=O)=CC=3)[CH2:10]2)=[CH:5][CH:4]=1.O1CCCC1.O.[Li+].[OH-]. (2) Given the product [F:26][C:25]([F:28])([F:27])[CH2:24][O:23][C:20]1[CH:19]=[CH:18][C:17]([N:8]2[C:9](=[O:16])[C:10]3[CH:15]=[CH:14][NH:13][C:11]=3[N:12]=[C:7]2[S:6][CH2:31][C:30]([F:34])([F:33])[F:29])=[CH:22][CH:21]=1, predict the reactants needed to synthesize it. The reactants are: C(=O)([O-])O.[Na+].[S:6]=[C:7]1[NH:12][C:11]2[NH:13][CH:14]=[CH:15][C:10]=2[C:9](=[O:16])[N:8]1[C:17]1[CH:22]=[CH:21][C:20]([O:23][CH2:24][C:25]([F:28])([F:27])[F:26])=[CH:19][CH:18]=1.[F:29][C:30]([F:34])([F:33])[CH2:31]I.